This data is from Full USPTO retrosynthesis dataset with 1.9M reactions from patents (1976-2016). The task is: Predict the reactants needed to synthesize the given product. (1) Given the product [C:14]([C:18]1[CH:36]=[CH:35][C:21]([CH2:22][N:23]([CH2:24][CH2:25][N:26]([C:28]2[CH:29]=[CH:30][C:31]([Cl:34])=[CH:32][CH:33]=2)[CH3:27])[C:11]([C:9]2[CH:10]=[C:2]([Cl:1])[CH:3]=[C:4]3[C:8]=2[NH:7][CH:6]=[CH:5]3)=[O:13])=[CH:20][CH:19]=1)([CH3:17])([CH3:15])[CH3:16], predict the reactants needed to synthesize it. The reactants are: [Cl:1][C:2]1[CH:3]=[C:4]2[C:8](=[C:9]([C:11]([OH:13])=O)[CH:10]=1)[NH:7][CH:6]=[CH:5]2.[C:14]([C:18]1[CH:36]=[CH:35][C:21]([CH2:22][NH:23][CH2:24][CH2:25][N:26]([C:28]2[CH:33]=[CH:32][C:31]([Cl:34])=[CH:30][CH:29]=2)[CH3:27])=[CH:20][CH:19]=1)([CH3:17])([CH3:16])[CH3:15].CCN=C=NCCCN(C)C.Cl. (2) Given the product [CH3:10][C:8]1[CH:7]=[CH:6][C:3]([C:4]#[N:5])=[C:2]([O:17][C:13]2[CH:12]=[N:11][CH:16]=[CH:15][CH:14]=2)[N:9]=1, predict the reactants needed to synthesize it. The reactants are: Cl[C:2]1[N:9]=[C:8]([CH3:10])[CH:7]=[CH:6][C:3]=1[C:4]#[N:5].[N:11]1[CH:16]=[CH:15][CH:14]=[C:13]([OH:17])[CH:12]=1. (3) Given the product [Cl:20][C:17]1[CH:18]=[CH:19][C:14]([C:5]2[C:6]3[C:11](=[CH:10][C:9]([O:12][CH3:13])=[CH:8][CH:7]=3)[C:2]([NH:21][CH:22]3[CH2:23][CH2:24][N:25]([CH2:28][C:29]4[CH:38]=[CH:37][C:36]5[C:31](=[CH:32][CH:33]=[CH:34][CH:35]=5)[CH:30]=4)[CH2:26][CH2:27]3)=[N:3][N:4]=2)=[CH:15][CH:16]=1, predict the reactants needed to synthesize it. The reactants are: Cl[C:2]1[C:11]2[C:6](=[CH:7][CH:8]=[C:9]([O:12][CH3:13])[CH:10]=2)[C:5]([C:14]2[CH:19]=[CH:18][C:17]([Cl:20])=[CH:16][CH:15]=2)=[N:4][N:3]=1.[NH2:21][CH:22]1[CH2:27][CH2:26][N:25]([CH2:28][C:29]2[CH:38]=[CH:37][C:36]3[C:31](=[CH:32][CH:33]=[CH:34][CH:35]=3)[CH:30]=2)[CH2:24][CH2:23]1. (4) Given the product [F:46][C:47]1[CH:48]=[CH:49][C:50]([C:53]#[C:54][C:55]([N:40]2[CH2:39][C@H:38]([CH2:41][CH:42]([CH3:44])[CH3:43])[NH:37][C:36](=[O:45])[C@@H:35]2[CH2:31][CH:32]([CH3:34])[CH3:33])=[O:56])=[CH:51][CH:52]=1, predict the reactants needed to synthesize it. The reactants are: C([C@@H]1N(C(=O)C2C=CC(OC3C=CC=CC=3)=CC=2)C[C@H](CC(C)C)NC1=O)C(C)C.[CH2:31]([C@@H:35]1[NH:40][CH2:39][C@H:38]([CH2:41][CH:42]([CH3:44])[CH3:43])[NH:37][C:36]1=[O:45])[CH:32]([CH3:34])[CH3:33].[F:46][C:47]1[CH:52]=[CH:51][C:50]([C:53]#[C:54][C:55](O)=[O:56])=[CH:49][CH:48]=1.